Dataset: Forward reaction prediction with 1.9M reactions from USPTO patents (1976-2016). Task: Predict the product of the given reaction. (1) The product is: [CH2:26]([O:28][C:29](=[O:46])[CH2:30][C:31]1[CH:36]=[CH:35][C:34]([C:21]2[S:22][C:18]([C:17]3[O:16][N:15]=[C:14]([CH3:24])[C:13]=3[NH:12][C:11]([O:10][C@@H:8]([C:3]3[CH:4]=[CH:5][CH:6]=[CH:7][C:2]=3[F:1])[CH3:9])=[O:25])=[CH:19][N:20]=2)=[CH:33][CH:32]=1)[CH3:27]. Given the reactants [F:1][C:2]1[CH:7]=[CH:6][CH:5]=[CH:4][C:3]=1[C@H:8]([O:10][C:11](=[O:25])[NH:12][C:13]1[C:14]([CH3:24])=[N:15][O:16][C:17]=1[C:18]1[S:22][C:21](Br)=[N:20][CH:19]=1)[CH3:9].[CH2:26]([O:28][C:29](=[O:46])[CH2:30][C:31]1[CH:36]=[CH:35][C:34](B2OC(C)(C)C(C)(C)O2)=[CH:33][CH:32]=1)[CH3:27], predict the reaction product. (2) Given the reactants [CH2:1]([O:3][C:4]([C:6]1([NH:11][C:12]([CH:14]2[CH2:18][CH:17]([O:19][C:20]3[C:29]4[C:24](=[C:25]([CH3:32])[C:26]([O:30][CH3:31])=[CH:27][CH:28]=4)[N:23]=C(C4C=CC=C(C)N=4)[CH:21]=3)[CH2:16][CH:15]2[C:40](O)=[O:41])=[O:13])[CH2:8][CH:7]1[CH:9]=[CH2:10])=[O:5])[CH3:2].Cl.[CH3:44][NH:45][CH2:46][CH2:47][CH2:48][CH2:49][CH:50]=[CH2:51].[CH:52]([N:55]([CH:58]([CH3:60])[CH3:59])CC)([CH3:54])[CH3:53].[CH3:61]N(C(ON1N=NC2C=CC=NC1=2)=[N+](C)C)C.F[P-](F)(F)(F)(F)F, predict the reaction product. The product is: [CH2:1]([O:3][C:4]([C:6]1([NH:11][C:12]([CH:14]2[CH2:18][CH:17]([O:19][C:20]3[C:29]4[C:24](=[C:25]([CH3:32])[C:26]([O:30][CH3:31])=[CH:27][CH:28]=4)[N:23]=[C:60]([C:58]4[CH:59]=[CH:61][CH:54]=[C:52]([CH3:53])[N:55]=4)[CH:21]=3)[CH2:16][CH:15]2[C:40](=[O:41])[N:45]([CH2:46][CH2:47][CH2:48][CH2:49][CH:50]=[CH2:51])[CH3:44])=[O:13])[CH2:8][CH:7]1[CH:9]=[CH2:10])=[O:5])[CH3:2]. (3) The product is: [Cl:1][C:2]1[N:7]=[C:6]([O:8][CH3:9])[C:5]([C:10]([CH3:17])([CH2:15][CH2:28][C:29]#[N:30])[C:11]([O:13][CH3:14])=[O:12])=[CH:4][CH:3]=1. Given the reactants [Cl:1][C:2]1[N:7]=[C:6]([O:8][CH3:9])[C:5]([CH:10]([CH3:15])[C:11]([O:13][CH3:14])=[O:12])=[CH:4][CH:3]=1.[Li+].[CH3:17][Si]([N-][Si](C)(C)C)(C)C.BrC[CH2:28][C:29]#[N:30], predict the reaction product. (4) Given the reactants [Cl:1][C:2]1[CH:3]=[C:4]([CH:26]=[CH:27][C:28]=1[Cl:29])[CH:5]=[CH:6][C:7]1=[N:8][CH2:9][CH2:10][N:11]([CH3:25])[C:12]2[CH:17]=[C:16]([O:18]C3CCCCO3)[CH:15]=[CH:14][C:13]1=2.C1(C)C=CC(S(O)(=O)=O)=CC=1, predict the reaction product. The product is: [ClH:1].[Cl:1][C:2]1[CH:3]=[C:4]([CH:26]=[CH:27][C:28]=1[Cl:29])[CH:5]=[CH:6][C:7]1=[N:8][CH2:9][CH2:10][N:11]([CH3:25])[C:12]2[CH:17]=[C:16]([OH:18])[CH:15]=[CH:14][C:13]1=2. (5) Given the reactants Cl.[Cl:2][C:3]1[N:4]=[C:5]([N:20]2[CH2:25][CH2:24][O:23][CH2:22][CH2:21]2)[C:6]2[S:11][C:10]([CH2:12][N:13]3[CH2:18][CH2:17][NH:16][CH2:15][CH2:14]3)=[C:9]([CH3:19])[C:7]=2[N:8]=1.[C:26](O)(=[O:30])[CH:27]([CH3:29])[OH:28], predict the reaction product. The product is: [Cl:2][C:3]1[N:4]=[C:5]([N:20]2[CH2:25][CH2:24][O:23][CH2:22][CH2:21]2)[C:6]2[S:11][C:10]([CH2:12][N:13]3[CH2:18][CH2:17][N:16]([C:26](=[O:30])[C@@H:27]([OH:28])[CH3:29])[CH2:15][CH2:14]3)=[C:9]([CH3:19])[C:7]=2[N:8]=1. (6) Given the reactants Br[CH2:2][C:3]1[CH:8]=[CH:7][C:6]([Cl:9])=[CH:5][C:4]=1[O:10][CH3:11].[NH:12]1[CH2:17][CH2:16][O:15][CH2:14][CH2:13]1, predict the reaction product. The product is: [Cl:9][C:6]1[CH:7]=[CH:8][C:3]([CH2:2][N:12]2[CH2:17][CH2:16][O:15][CH2:14][CH2:13]2)=[C:4]([O:10][CH3:11])[CH:5]=1. (7) Given the reactants CC([O-:5])(C)C.[K+].[CH2:7]([O:10][C:11]1[CH:18]=[CH:17][C:14]([CH:15]=O)=[CH:13][CH:12]=1)[CH:8]=[CH2:9].O.[CH2:20]1[CH2:24][O:23][CH2:22][CH2:21]1, predict the reaction product. The product is: [CH2:7]([O:10][C:11]1[CH:18]=[CH:17][C:14](/[CH:15]=[CH:21]/[C:22]([O:23][CH2:24][CH3:20])=[O:5])=[CH:13][CH:12]=1)[CH:8]=[CH2:9]. (8) Given the reactants [N+:1]([C:4]1[CH:5]=[C:6]([CH:9]=[CH:10][CH:11]=1)[CH2:7]Cl)([O-:3])=[O:2].[CH3:12][N:13]1[CH2:18][CH2:17][NH:16][CH2:15][CH2:14]1.C(=O)([O-])[O-].[K+].[K+], predict the reaction product. The product is: [CH3:12][N:13]1[CH2:18][CH2:17][N:16]([CH2:7][C:6]2[CH:9]=[CH:10][CH:11]=[C:4]([N+:1]([O-:3])=[O:2])[CH:5]=2)[CH2:15][CH2:14]1.